From a dataset of Full USPTO retrosynthesis dataset with 1.9M reactions from patents (1976-2016). Predict the reactants needed to synthesize the given product. (1) Given the product [F:1][C:2]1[C:3]([NH:18][C@@H:19]2[CH2:24][CH2:23][CH2:22][N:21]([C:25](=[O:28])[CH:26]=[CH2:27])[CH2:20]2)=[N:4][C:5]([NH:8][C:9]2[CH:10]=[C:11]3[C:15](=[CH:16][CH:17]=2)[CH2:14][N:13]([CH2:30][CH2:31][O:32][CH3:33])[CH2:12]3)=[N:6][CH:7]=1, predict the reactants needed to synthesize it. The reactants are: [F:1][C:2]1[C:3]([NH:18][C@@H:19]2[CH2:24][CH2:23][CH2:22][N:21]([C:25](=[O:28])[CH:26]=[CH2:27])[CH2:20]2)=[N:4][C:5]([NH:8][C:9]2[CH:10]=[C:11]3[C:15](=[CH:16][CH:17]=2)[CH2:14][NH:13][CH2:12]3)=[N:6][CH:7]=1.Br[CH2:30][CH2:31][O:32][CH3:33].[Na+].[I-].C([O-])([O-])=O.[K+].[K+]. (2) Given the product [Br:1][C:2]1[CH:3]=[C:4]2[C:8](=[CH:9][CH:10]=1)[N:7]([CH2:12][CH:13]=[C:14]([CH3:16])[CH3:15])[CH:6]=[CH:5]2, predict the reactants needed to synthesize it. The reactants are: [Br:1][C:2]1[CH:3]=[C:4]2[C:8](=[CH:9][CH:10]=1)[NH:7][CH:6]=[CH:5]2.Cl[CH:12]=[CH:13][CH:14]([CH3:16])[CH3:15]. (3) Given the product [Cl:32][C:29]1[N:28]=[CH:27][C:26]([CH2:25][C@@:15]2([O:14][C:12]3[CH:11]=[CH:10][C:9]4[C@H:5]([CH2:4][C:3]([OH:33])=[O:2])[CH2:6][O:7][C:8]=4[CH:13]=3)[C:23]3[C:18](=[CH:19][CH:20]=[CH:21][C:22]=3[F:24])[CH2:17][CH2:16]2)=[CH:31][CH:30]=1, predict the reactants needed to synthesize it. The reactants are: C[O:2][C:3](=[O:33])[CH2:4][C@H:5]1[C:9]2[CH:10]=[CH:11][C:12]([O:14][C@:15]3([CH2:25][C:26]4[CH:27]=[N:28][C:29]([Cl:32])=[CH:30][CH:31]=4)[C:23]4[C:18](=[CH:19][CH:20]=[CH:21][C:22]=4[F:24])[CH2:17][CH2:16]3)=[CH:13][C:8]=2[O:7][CH2:6]1.[OH-].[Na+].Cl.CC#N.O. (4) Given the product [C:1]([NH2:10])(=[O:9])[C:2]1[CH:4]=[CH:6][CH:7]=[CH:19][CH:18]=1, predict the reactants needed to synthesize it. The reactants are: [C@@H:1]1([N:10]2C=CC(N)=NC2=O)[O:9][C@H:6]([CH2:7]O)[C@@H:4](O)[C@H:2]1O.[C:18](OC(=O)C1C=CC=CC=1)(=O)[C:19]1C=CC=CC=1. (5) Given the product [F:22][C:23]1([F:28])[CH2:27][CH2:26][N:25]([CH2:2][CH2:3][O:4][C:5]2[CH:6]=[C:7]([CH:13]=[CH:14][CH:15]=2)[C:8]([O:10][CH2:11][CH3:12])=[O:9])[CH2:24]1, predict the reactants needed to synthesize it. The reactants are: Br[CH2:2][CH2:3][O:4][C:5]1[CH:6]=[C:7]([CH:13]=[CH:14][CH:15]=1)[C:8]([O:10][CH2:11][CH3:12])=[O:9].C(=O)([O-])[O-].[K+].[K+].[F:22][C:23]1([F:28])[CH2:27][CH2:26][NH:25][CH2:24]1. (6) The reactants are: [CH3:1][N:2]1[CH:6]=[C:5]([N:7]2[CH:12]=[CH:11][C:10](=[O:13])[C:9]([CH2:14][C:15]3[CH:16]=[C:17]([C:21]4[N:26]=[CH:25][C:24](OCC(O)=O)=[CH:23][N:22]=4)[CH:18]=[CH:19][CH:20]=3)=[N:8]2)[CH:4]=[N:3]1.CC1(C)C(C)(C)OB([C:40]2[CH:45]=[CH:44][N:43]=[CH:42][CH:41]=2)O1.[F-].[K+].CC(OC1C=CC=C(OC(C)C)C=1C1C(P(C2CCCCC2)C2CCCCC2)=CC=CC=1)C. Given the product [CH3:1][N:2]1[CH:6]=[C:5]([N:7]2[CH:12]=[CH:11][C:10](=[O:13])[C:9]([CH2:14][C:15]3[CH:20]=[CH:19][CH:18]=[C:17]([C:21]4[N:22]=[CH:23][C:24]([C:40]5[CH:45]=[CH:44][N:43]=[CH:42][CH:41]=5)=[CH:25][N:26]=4)[CH:16]=3)=[N:8]2)[CH:4]=[N:3]1, predict the reactants needed to synthesize it. (7) Given the product [CH:1]([C@H:4]1[O:9][CH2:8][C@H:7]([NH:10][C:12]2[C:21]3[C:16](=[CH:17][CH:18]=[CH:19][CH:20]=3)[C:15]([CH2:22][C:23]3[CH:24]=[N:25][C:26]([OH:29])=[CH:27][CH:28]=3)=[CH:14][N:13]=2)[CH2:6][O:5]1)([CH3:3])[CH3:2], predict the reactants needed to synthesize it. The reactants are: [CH:1]([C@H:4]1[O:9][CH2:8][C@H:7]([NH2:10])[CH2:6][O:5]1)([CH3:3])[CH3:2].Cl[C:12]1[C:21]2[C:16](=[CH:17][CH:18]=[CH:19][CH:20]=2)[C:15]([CH2:22][C:23]2[CH:24]=[N:25][C:26]([OH:29])=[CH:27][CH:28]=2)=[CH:14][N:13]=1.C(N(CCCC)CCCC)CCC.